Regression. Given a peptide amino acid sequence and an MHC pseudo amino acid sequence, predict their binding affinity value. This is MHC class I binding data. From a dataset of Peptide-MHC class I binding affinity with 185,985 pairs from IEDB/IMGT. (1) The binding affinity (normalized) is 0.00320. The MHC is HLA-A68:01 with pseudo-sequence HLA-A68:01. The peptide sequence is VVQRCASNK. (2) The peptide sequence is QLCYCPASK. The MHC is HLA-A33:01 with pseudo-sequence HLA-A33:01. The binding affinity (normalized) is 0.493. (3) The peptide sequence is VLAGYGAGI. The binding affinity (normalized) is 0.731. The MHC is HLA-A02:03 with pseudo-sequence HLA-A02:03. (4) The peptide sequence is YASLTTIGTI. The MHC is HLA-A02:01 with pseudo-sequence HLA-A02:01. The binding affinity (normalized) is 0.165. (5) The peptide sequence is SDKHIEQYL. The MHC is H-2-Kk with pseudo-sequence H-2-Kk. The binding affinity (normalized) is 0.200. (6) The peptide sequence is GTIKESLLK. The MHC is HLA-A31:01 with pseudo-sequence HLA-A31:01. The binding affinity (normalized) is 0.368. (7) The peptide sequence is MSPSYVKYR. The MHC is HLA-A68:01 with pseudo-sequence HLA-A68:01. The binding affinity (normalized) is 0.917. (8) The peptide sequence is SVLLFLAFV. The MHC is HLA-A02:01 with pseudo-sequence HLA-A02:01. The binding affinity (normalized) is 0.798. (9) The peptide sequence is YRNFSFSLK. The MHC is HLA-B08:03 with pseudo-sequence HLA-B08:03. The binding affinity (normalized) is 0.0847.